This data is from Full USPTO retrosynthesis dataset with 1.9M reactions from patents (1976-2016). The task is: Predict the reactants needed to synthesize the given product. (1) The reactants are: Br[C:2]1[CH:3]=[N:4][C:5]([N:8]2[CH2:13][CH2:12][O:11][C@H:10]([CH2:14][N:15]3[C:19]4=[N:20][C:21]([C:24]5[CH:25]=[N:26][N:27]([CH3:29])[CH:28]=5)=[CH:22][N:23]=[C:18]4[N:17]=[N:16]3)[CH2:9]2)=[N:6][CH:7]=1.[O:30]1[CH2:35][CH2:34][CH2:33][CH2:32][CH:31]1[O:36][CH2:37][CH2:38][N:39]1[CH:43]=[C:42](B2OC(C)(C)C(C)(C)O2)[CH:41]=[N:40]1.C(=O)([O-])[O-].[Cs+].[Cs+]. Given the product [CH3:29][N:27]1[CH:28]=[C:24]([C:21]2[N:20]=[C:19]3[N:15]([CH2:14][C@H:10]4[O:11][CH2:12][CH2:13][N:8]([C:5]5[N:4]=[CH:3][C:2]([C:42]6[CH:41]=[N:40][N:39]([CH2:38][CH2:37][O:36][CH:31]7[CH2:32][CH2:33][CH2:34][CH2:35][O:30]7)[CH:43]=6)=[CH:7][N:6]=5)[CH2:9]4)[N:16]=[N:17][C:18]3=[N:23][CH:22]=2)[CH:25]=[N:26]1, predict the reactants needed to synthesize it. (2) Given the product [F:1][C:2]1[CH:7]=[CH:6][C:5]([NH:8][C:9]2[C:10]3[C:17]([CH3:18])=[C:16]([C:19]([NH2:31])=[O:21])[S:15][C:11]=3[N:12]=[CH:13][N:14]=2)=[C:4]([O:22][C@H:23]2[CH2:28][CH2:27][CH2:26][C@@H:25]([O:29][CH3:30])[CH2:24]2)[CH:3]=1, predict the reactants needed to synthesize it. The reactants are: [F:1][C:2]1[CH:7]=[CH:6][C:5]([NH:8][C:9]2[C:10]3[C:17]([CH3:18])=[C:16]([C:19]([OH:21])=O)[S:15][C:11]=3[N:12]=[CH:13][N:14]=2)=[C:4]([O:22][C@H:23]2[CH2:28][CH2:27][CH2:26][C@@H:25]([O:29][CH3:30])[CH2:24]2)[CH:3]=1.[NH3:31].